The task is: Predict the reaction yield, written as a fraction of the theoretical maximum amount of product (1.0 means a 100% yield; for example, 0.34 means a 34% yield).. This data is from Reaction yield outcomes from USPTO patents with 853,638 reactions. The reactants are [O:1]1[CH2:7][CH2:6][CH2:5][O:4][C:3]2[CH:8]=[C:9]([CH:12]([C:14]3[CH:19]=[C:18]([O:20][CH3:21])[CH:17]=[C:16]([O:22][CH3:23])[CH:15]=3)[OH:13])[CH:10]=[CH:11][C:2]1=2. The catalyst is C(Cl)Cl.O=[Mn]=O. The product is [O:1]1[CH2:7][CH2:6][CH2:5][O:4][C:3]2[CH:8]=[C:9]([C:12]([C:14]3[CH:15]=[C:16]([O:22][CH3:23])[CH:17]=[C:18]([O:20][CH3:21])[CH:19]=3)=[O:13])[CH:10]=[CH:11][C:2]1=2. The yield is 0.720.